This data is from Peptide-MHC class II binding affinity with 134,281 pairs from IEDB. The task is: Regression. Given a peptide amino acid sequence and an MHC pseudo amino acid sequence, predict their binding affinity value. This is MHC class II binding data. The peptide sequence is YDKFFANVSTVLTGK. The MHC is DRB1_0404 with pseudo-sequence DRB1_0404. The binding affinity (normalized) is 0.640.